From a dataset of Peptide-MHC class I binding affinity with 185,985 pairs from IEDB/IMGT. Regression. Given a peptide amino acid sequence and an MHC pseudo amino acid sequence, predict their binding affinity value. This is MHC class I binding data. (1) The peptide sequence is DTTYQRTRAL. The MHC is HLA-A68:02 with pseudo-sequence HLA-A68:02. The binding affinity (normalized) is 0.238. (2) The peptide sequence is GVRVRVAVNK. The MHC is HLA-A33:01 with pseudo-sequence HLA-A33:01. The binding affinity (normalized) is 0. (3) The peptide sequence is FVDTMSIYI. The MHC is HLA-A02:02 with pseudo-sequence HLA-A02:02. The binding affinity (normalized) is 0.720. (4) The peptide sequence is GSIKIKQDVR. The MHC is HLA-A68:01 with pseudo-sequence HLA-A68:01. The binding affinity (normalized) is 0.489.